This data is from Full USPTO retrosynthesis dataset with 1.9M reactions from patents (1976-2016). The task is: Predict the reactants needed to synthesize the given product. (1) Given the product [CH3:8][S:9][C:10]1[N:11]=[C:12]2[C:21]3[C:16](=[N:17][NH:18][C:19]=3[N:20]=1)[CH2:15][CH2:14][N:13]2[C:25]1[CH:30]=[CH:29][CH:28]=[CH:27][CH:26]=1, predict the reactants needed to synthesize it. The reactants are: Cl.O1CCOCC1.[CH3:8][S:9][C:10]1[N:11]=[C:12]2[C:21]3[C:16](=[N:17][NH:18][C:19]=3[N:20]=1)[CH:15](C(O)=O)[CH2:14][N:13]2[C:25]1[CH:30]=[CH:29][CH:28]=[CH:27][CH:26]=1. (2) Given the product [CH3:1][O:2][C:3]1[CH:4]=[C:5]([CH:21]=[CH:22][CH:23]=1)[CH2:6][CH:7]1[C:16]2[C:11](=[CH:12][C:13]([O:19][CH3:20])=[C:14]([O:17][CH3:18])[CH:15]=2)[CH2:10][CH2:9][N:8]1[CH2:25][C:26]([NH:33][CH2:32][C:31]1[CH:34]=[CH:35][CH:36]=[CH:37][C:30]=1[F:29])=[O:27], predict the reactants needed to synthesize it. The reactants are: [CH3:1][O:2][C:3]1[CH:4]=[C:5]([CH:21]=[CH:22][CH:23]=1)[CH2:6][CH:7]1[C:16]2[C:11](=[CH:12][C:13]([O:19][CH3:20])=[C:14]([O:17][CH3:18])[CH:15]=2)[CH2:10][CH2:9][NH:8]1.Br[CH2:25][C:26](Br)=[O:27].[F:29][C:30]1[CH:37]=[CH:36][CH:35]=[CH:34][C:31]=1[CH2:32][NH2:33]. (3) Given the product [Cl:13][C:14]1[CH:15]=[CH:16][C:17]([F:21])=[C:18]([NH:19][S:9]([C:6]2[CH:7]=[CH:8][C:3]([CH:1]=[CH2:2])=[CH:4][CH:5]=2)(=[O:11])=[O:10])[CH:20]=1, predict the reactants needed to synthesize it. The reactants are: [CH:1]([C:3]1[CH:8]=[CH:7][C:6]([S:9](Cl)(=[O:11])=[O:10])=[CH:5][CH:4]=1)=[CH2:2].[Cl:13][C:14]1[CH:15]=[CH:16][C:17]([F:21])=[C:18]([CH:20]=1)[NH2:19]. (4) Given the product [F:1][C:2]1[CH:3]=[CH:4][C:5]([C:8]([C:11]2[CH:12]=[CH:13][C:14]([F:17])=[CH:15][CH:16]=2)=[C:9]([Br:18])[CH3:10])=[CH:6][CH:7]=1, predict the reactants needed to synthesize it. The reactants are: [F:1][C:2]1[CH:7]=[CH:6][C:5]([C:8]([C:11]2[CH:16]=[CH:15][C:14]([F:17])=[CH:13][CH:12]=2)=[CH:9][CH3:10])=[CH:4][CH:3]=1.[Br:18]Br.N1C=CC=CC=1.C(=O)([O-])O.[Na+].